Dataset: Peptide-MHC class I binding affinity with 185,985 pairs from IEDB/IMGT. Task: Regression. Given a peptide amino acid sequence and an MHC pseudo amino acid sequence, predict their binding affinity value. This is MHC class I binding data. (1) The peptide sequence is FANNEFTLV. The MHC is HLA-A02:01 with pseudo-sequence HLA-A02:01. The binding affinity (normalized) is 0.645. (2) The MHC is HLA-A03:01 with pseudo-sequence HLA-A03:01. The binding affinity (normalized) is 0.379. The peptide sequence is EVYEGVWKK.